From a dataset of Reaction yield outcomes from USPTO patents with 853,638 reactions. Predict the reaction yield, written as a fraction of the theoretical maximum amount of product (1.0 means a 100% yield; for example, 0.34 means a 34% yield). (1) The reactants are [CH2:1]([O:8][C:9]1[CH:14]=[CH:13][C:12](Br)=[C:11]([O:16][C:17]([F:20])([F:19])[F:18])[CH:10]=1)[C:2]1[CH:7]=[CH:6][CH:5]=[CH:4][CH:3]=1.C([Li])CCC.C[O:27][B:28](OC)[O:29]C. The catalyst is C1COCC1. The product is [CH2:1]([O:8][C:9]1[CH:14]=[CH:13][C:12]([B:28]([OH:29])[OH:27])=[C:11]([O:16][C:17]([F:20])([F:19])[F:18])[CH:10]=1)[C:2]1[CH:7]=[CH:6][CH:5]=[CH:4][CH:3]=1. The yield is 0.830. (2) The reactants are [CH3:1][O:2][C:3]([C:5]1[C:6]([CH3:25])=[C:7]([C:15]([C:17]2[CH:18]=[N:19][N:20]([CH2:23][CH3:24])[C:21]=2[OH:22])=[O:16])[CH:8]=[CH:9][C:10]=1[S:11]([CH3:14])(=[O:13])=[O:12])=[O:4].C(N(CC)CC)C.[CH3:33][CH2:34][S:35][C:36](Cl)=[O:37]. The catalyst is O1CCCC1. The product is [CH3:1][O:2][C:3]([C:5]1[C:6]([CH3:25])=[C:7]([C:15]([C:17]2[CH:18]=[N:19][N:20]([CH2:23][CH3:24])[C:21]=2[O:22][C:36]([S:35][CH2:34][CH3:33])=[O:37])=[O:16])[CH:8]=[CH:9][C:10]=1[S:11]([CH3:14])(=[O:13])=[O:12])=[O:4]. The yield is 0.660. (3) The product is [C:22]([C:24]([CH3:26])([CH3:25])[C:27]1[CH:28]=[C:29]([CH:33]=[CH:34][N:35]=1)[C:30]([NH:21][C:16]1[CH:17]=[CH:18][C:19]([CH3:20])=[C:14]([NH:13][C:7]2[C:6]3[C:11](=[CH:12][C:3]([O:2][CH3:1])=[CH:4][CH:5]=3)[N:10]=[CH:9][N:8]=2)[CH:15]=1)=[O:31])#[N:23]. The reactants are [CH3:1][O:2][C:3]1[CH:12]=[C:11]2[C:6]([C:7]([NH:13][C:14]3[CH:15]=[C:16]([NH2:21])[CH:17]=[CH:18][C:19]=3[CH3:20])=[N:8][CH:9]=[N:10]2)=[CH:5][CH:4]=1.[C:22]([C:24]([C:27]1[CH:28]=[C:29]([CH:33]=[CH:34][N:35]=1)[C:30](O)=[O:31])([CH3:26])[CH3:25])#[N:23].CN(C(ON1N=NC2C=CC=NC1=2)=[N+](C)C)C.F[P-](F)(F)(F)(F)F.CCN(C(C)C)C(C)C. The yield is 0.340. The catalyst is CN(C=O)C. (4) The catalyst is O1CCCC1. The reactants are [H-].[Na+].[C:3]([Si:7]([CH3:43])([CH3:42])[O:8][CH:9]([C:38]([CH3:41])([CH3:40])[CH3:39])[CH2:10][CH2:11][C:12]1[CH:17]=[CH:16][C:15]([C:18]([C:23]2[CH:28]=[CH:27][C:26]([C:29]3[O:33][C:32]([CH:34]=O)=[CH:31][CH:30]=3)=[C:25]([CH3:36])[CH:24]=2)([CH2:21][CH3:22])[CH2:19][CH3:20])=[CH:14][C:13]=1[CH3:37])([CH3:6])([CH3:5])[CH3:4].[Cl-].[NH4+].[C:46]([O:49][CH2:50][CH3:51])(=[O:48])[CH3:47]. The product is [CH2:50]([O:49][C:46](=[O:48])/[CH:47]=[CH:34]/[C:32]1[O:33][C:29]([C:26]2[CH:27]=[CH:28][C:23]([C:18]([C:15]3[CH:16]=[CH:17][C:12]([CH2:11][CH2:10][CH:9]([O:8][Si:7]([C:3]([CH3:6])([CH3:5])[CH3:4])([CH3:43])[CH3:42])[C:38]([CH3:39])([CH3:41])[CH3:40])=[C:13]([CH3:37])[CH:14]=3)([CH2:21][CH3:22])[CH2:19][CH3:20])=[CH:24][C:25]=2[CH3:36])=[CH:30][CH:31]=1)[CH3:51]. The yield is 1.00. (5) No catalyst specified. The yield is 1.00. The product is [CH3:26][C:24]1[CH:23]=[C:22]([C:27]2[CH:32]=[CH:31][C:30]([C:33]([F:36])([F:34])[F:35])=[CH:29][CH:28]=2)[N:21]=[C:20]([C:18]2[CH:17]=[CH:16][N:15]=[C:14]([C:11]3[S:10][C:9]([S:6]([NH2:5])(=[O:8])=[O:7])=[CH:13][CH:12]=3)[CH:19]=2)[CH:25]=1. The reactants are C([NH:5][S:6]([C:9]1[S:10][C:11]([C:14]2[CH:19]=[C:18]([C:20]3[CH:25]=[C:24]([CH3:26])[CH:23]=[C:22]([C:27]4[CH:32]=[CH:31][C:30]([C:33]([F:36])([F:35])[F:34])=[CH:29][CH:28]=4)[N:21]=3)[CH:17]=[CH:16][N:15]=2)=[CH:12][CH:13]=1)(=[O:8])=[O:7])(C)(C)C.C(O)(C(F)(F)F)=O. (6) The reactants are [C:1]([C:4]1[C:22](=[O:23])[C@@:8]2([CH3:24])[C:9]3[C:15]([OH:16])=[CH:14][C:13]([O:17][CH3:18])=[C:12]([C:19]([NH2:21])=[O:20])[C:10]=3[O:11][C:7]2=[CH:6][C:5]=1[OH:25])(=[O:3])[CH3:2].[CH:26]([C:28]1[C:33]([CH3:34])=[CH:32][C:31]([NH:35][S:36]([CH2:39][CH2:40][CH3:41])(=[O:38])=[O:37])=[CH:30][C:29]=1[CH3:42])=O.C([SiH](CC)CC)C.FC(F)(F)C(O)=O. The catalyst is C(#N)C. The product is [C:1]([C:4]1[C:22](=[O:23])[C@@:8]2([CH3:24])[C:9]3[C:15]([OH:16])=[CH:14][C:13]([O:17][CH3:18])=[C:12]([C:19]([NH:21][CH2:26][C:28]4[C:33]([CH3:34])=[CH:32][C:31]([NH:35][S:36]([CH2:39][CH2:40][CH3:41])(=[O:38])=[O:37])=[CH:30][C:29]=4[CH3:42])=[O:20])[C:10]=3[O:11][C:7]2=[CH:6][C:5]=1[OH:25])(=[O:3])[CH3:2]. The yield is 0.810. (7) The reactants are [B:10]1([B:10]2[O:14][C:13]([CH3:16])([CH3:15])[C:12]([CH3:18])([CH3:17])[O:11]2)[O:14][C:13]([CH3:16])([CH3:15])[C:12]([CH3:18])([CH3:17])[O:11]1.C([O-])(=O)C.[K+].Br[C:25]1[CH:26]=[C:27]([NH:34][C:35]2[N:40]=[C:39]([C:41]([F:44])([F:43])[F:42])[CH:38]=[CH:37][N:36]=2)[CH:28]=[C:29]([CH:31]([F:33])[F:32])[CH:30]=1. The catalyst is O1CCOCC1. The product is [F:33][CH:31]([F:32])[C:29]1[CH:28]=[C:27]([NH:34][C:35]2[N:40]=[C:39]([C:41]([F:44])([F:43])[F:42])[CH:38]=[CH:37][N:36]=2)[CH:26]=[C:25]([B:10]2[O:11][C:12]([CH3:17])([CH3:18])[C:13]([CH3:15])([CH3:16])[O:14]2)[CH:30]=1. The yield is 0.820.